From a dataset of Catalyst prediction with 721,799 reactions and 888 catalyst types from USPTO. Predict which catalyst facilitates the given reaction. (1) Reactant: [CH3:1][O:2][C:3]1[CH:4]=[C:5]2[C:10](=[CH:11][C:12]=1[O:13][CH3:14])[N:9]=[CH:8][CH:7]=[C:6]2[O:15][C:16]1[CH:22]=[CH:21][C:19]([NH2:20])=[C:18]([CH3:23])[C:17]=1[CH3:24].Cl[C:26](Cl)([O:28][C:29](=[O:35])OC(Cl)(Cl)Cl)Cl.[N:37]1[CH:42]=[CH:41][CH:40]=[CH:39][C:38]=1CO.C(=O)(O)[O-].[Na+]. Product: [CH3:1][O:2][C:3]1[CH:4]=[C:5]2[C:10](=[CH:11][C:12]=1[O:13][CH3:14])[N:9]=[CH:8][CH:7]=[C:6]2[O:15][C:16]1[CH:22]=[CH:21][C:19]([NH:20][C:29](=[O:35])[O:28][CH2:26][C:38]2[CH:39]=[CH:40][CH:41]=[CH:42][N:37]=2)=[C:18]([CH3:23])[C:17]=1[CH3:24]. The catalyst class is: 208. (2) Reactant: [H-].[Na+].[CH3:3][N:4]1[CH2:9][CH2:8][N:7]([CH3:10])[CH2:6][C@@H:5]1[CH2:11][OH:12].[N+](C1C=CC([O:22][C:23]([N:25]2[CH2:30][CH2:29][N:28]([C:31]3[CH:36]=[CH:35][C:34]([F:37])=[CH:33][CH:32]=3)[CH2:27][CH2:26]2)=O)=CC=1)([O-])=O. Product: [F:37][C:34]1[CH:33]=[CH:32][C:31]([N:28]2[CH2:27][CH2:26][N:25]([C:23]([O:12][CH2:11][C@H:5]3[CH2:6][N:7]([CH3:10])[CH2:8][CH2:9][N:4]3[CH3:3])=[O:22])[CH2:30][CH2:29]2)=[CH:36][CH:35]=1. The catalyst class is: 1. (3) Reactant: [CH3:1][C@H:2]1[CH2:7][CH2:6][CH2:5][CH2:4][N:3]1[C:8]1[N:12]2[CH:13]=[C:14]([O:17][C@H:18]3[C:27]4[C:22](=[CH:23][CH:24]=[CH:25][CH:26]=4)[C@@H:21]([NH2:28])[CH2:20][CH2:19]3)[CH:15]=[CH:16][C:11]2=[N:10][N:9]=1.ClC(Cl)(Cl)C[O:32][C:33](=O)[NH:34][C:35]1[N:36]([C:44]2[CH:49]=[CH:48][CH:47]=[C:46]([CH2:50][OH:51])[CH:45]=2)[N:37]=[C:38]([C:40]([CH3:43])([CH3:42])[CH3:41])[CH:39]=1.CCN(C(C)C)C(C)C. Product: [C:40]([C:38]1[CH:39]=[C:35]([NH:34][C:33]([NH:28][C@@H:21]2[C:22]3[C:27](=[CH:26][CH:25]=[CH:24][CH:23]=3)[C@H:18]([O:17][C:14]3[CH:15]=[CH:16][C:11]4[N:12]([C:8]([N:3]5[CH2:4][CH2:5][CH2:6][CH2:7][C@@H:2]5[CH3:1])=[N:9][N:10]=4)[CH:13]=3)[CH2:19][CH2:20]2)=[O:32])[N:36]([C:44]2[CH:49]=[CH:48][CH:47]=[C:46]([CH2:50][OH:51])[CH:45]=2)[N:37]=1)([CH3:43])([CH3:41])[CH3:42]. The catalyst class is: 12. (4) Reactant: [C:1]([O:5][C:6]([NH:8][C:9]1([C:13]([O:15]C)=O)[CH2:12][CH2:11][CH2:10]1)=[O:7])([CH3:4])([CH3:3])[CH3:2].O.[NH2:18][NH2:19]. Product: [C:1]([O:5][C:6]([NH:8][C:9]1([C:13]([NH:18][NH2:19])=[O:15])[CH2:12][CH2:11][CH2:10]1)=[O:7])([CH3:4])([CH3:3])[CH3:2]. The catalyst class is: 5. (5) Reactant: [CH2:1]([O:3][C:4](=[O:32])[CH:5]([C:10]1[CH:11]=[C:12]([C:22]2[CH:27]=[CH:26][C:25]([C:28]([F:31])([F:30])[F:29])=[CH:24][CH:23]=2)[CH:13]=[C:14]([C:16]2[CH:21]=[CH:20][N:19]=[CH:18][CH:17]=2)[CH:15]=1)[CH2:6]C(C)C)[CH3:2].Cl.CO[C:36](=O)[CH:37](C1C=C(C2C=CC(C(F)(F)F)=CC=2)C=C(C2CCNCC2)C=1)[CH2:38]C(C)C.[CH2:65](OC(=O)C(C1C=C(C2C=CC(C(F)(F)F)=CC=2)C=C(C2CCNCC2)C=1)CC(C)C)C. Product: [CH2:1]([O:3][C:4](=[O:32])[C:5]([CH2:6][CH3:65])([C:10]1[CH:11]=[C:12]([C:22]2[CH:27]=[CH:26][C:25]([C:28]([F:29])([F:31])[F:30])=[CH:24][CH:23]=2)[CH:13]=[C:14]([CH:16]2[CH2:21][CH2:20][NH:19][CH2:18][CH2:17]2)[CH:15]=1)[CH2:36][CH2:37][CH3:38])[CH3:2]. The catalyst class is: 458.